From a dataset of CYP1A2 inhibition data for predicting drug metabolism from PubChem BioAssay. Regression/Classification. Given a drug SMILES string, predict its absorption, distribution, metabolism, or excretion properties. Task type varies by dataset: regression for continuous measurements (e.g., permeability, clearance, half-life) or binary classification for categorical outcomes (e.g., BBB penetration, CYP inhibition). Dataset: cyp1a2_veith. (1) The compound is O=C(NCC1CCCO1)C1CC(=O)N(C2CCCCCC2)C1. The result is 0 (non-inhibitor). (2) The molecule is O=C1C[C@@H](O)[C@@H](O)[C@H]2[C@H]1CC[C@H]1C(=O)N(c3ccc(F)cc3F)C(=O)[C@H]21. The result is 0 (non-inhibitor). (3) The molecule is Cc1nc(N2CCOCC2)nc(N2CCN(c3ccccc3)CC2)c1[N+](=O)[O-]. The result is 1 (inhibitor).